This data is from Peptide-MHC class II binding affinity with 134,281 pairs from IEDB. The task is: Regression. Given a peptide amino acid sequence and an MHC pseudo amino acid sequence, predict their binding affinity value. This is MHC class II binding data. (1) The peptide sequence is FEAMYLGTCQTLTPM. The MHC is DRB1_1602 with pseudo-sequence DRB1_1602. The binding affinity (normalized) is 0.383. (2) The peptide sequence is AEVELRQHGSEEWEP. The MHC is DRB1_0301 with pseudo-sequence DRB1_0301. The binding affinity (normalized) is 0.0407. (3) The peptide sequence is TPAFQTRMQLTEKHK. The MHC is H-2-IAd with pseudo-sequence H-2-IAd. The binding affinity (normalized) is 0.457.